This data is from Catalyst prediction with 721,799 reactions and 888 catalyst types from USPTO. The task is: Predict which catalyst facilitates the given reaction. (1) Reactant: [NH2:1][C:2]1[N:3]=[C:4]([CH3:23])[C:5]2[CH:11]=[C:10]([C:12]#[C:13][Si](C)(C)C)[C:9](=[O:18])[N:8]([CH:19]3[CH2:22][CH2:21][CH2:20]3)[C:6]=2[N:7]=1.C([O-])([O-])=O.[K+].[K+]. Product: [NH2:1][C:2]1[N:3]=[C:4]([CH3:23])[C:5]2[CH:11]=[C:10]([C:12]#[CH:13])[C:9](=[O:18])[N:8]([CH:19]3[CH2:22][CH2:21][CH2:20]3)[C:6]=2[N:7]=1. The catalyst class is: 5. (2) Reactant: [C:1]12([C:7]3[O:8][C:9]4[CH:19]=[C:18]([N:20]([CH3:25])[S:21]([CH3:24])(=[O:23])=[O:22])[C:17](B5OC(C)(C)C(C)(C)O5)=[CH:16][C:10]=4[C:11]=3[C:12]([NH:14][CH3:15])=[O:13])[CH2:6][CH:5]1[CH2:4][CH2:3][CH2:2]2.Cl[C:36]1[CH:37]=[CH:38][C:39]2[O:52][CH2:51][N:42]3[C:43]4[CH:44]=[CH:45][CH:46]=[C:47]([F:50])[C:48]=4[CH:49]=[C:41]3[C:40]=2[N:53]=1.[O-]P([O-])([O-])=O.[K+].[K+].[K+].CC(C1C=C(C(C)C)C(C2C=CC=CC=2P(C2CCCCC2)C2CCCCC2)=C(C(C)C)C=1)C. The catalyst class is: 38. Product: [C:1]12([C:7]3[O:8][C:9]4[CH:19]=[C:18]([N:20]([CH3:25])[S:21]([CH3:24])(=[O:22])=[O:23])[C:17]([C:36]5[CH:37]=[CH:38][C:39]6[O:52][CH2:51][N:42]7[C:43]8[CH:44]=[CH:45][CH:46]=[C:47]([F:50])[C:48]=8[CH:49]=[C:41]7[C:40]=6[N:53]=5)=[CH:16][C:10]=4[C:11]=3[C:12]([NH:14][CH3:15])=[O:13])[CH2:6][CH:5]1[CH2:4][CH2:3][CH2:2]2.